Predict which catalyst facilitates the given reaction. From a dataset of Catalyst prediction with 721,799 reactions and 888 catalyst types from USPTO. (1) Reactant: [Br:1][C:2]1[CH:7]=[CH:6][C:5]([CH2:8][OH:9])=[C:4]([N+:10]([O-])=O)[CH:3]=1.[Cl-].[NH4+].C(O)C. Product: [NH2:10][C:4]1[CH:3]=[C:2]([Br:1])[CH:7]=[CH:6][C:5]=1[CH2:8][OH:9]. The catalyst class is: 150. (2) Reactant: [CH2:1]=[CH:2][CH:3]=[CH2:4].[F:5][C:6]1[CH:7]=[C:8]([CH:14]=[C:15]([F:18])[C:16]=1[F:17])[CH:9]=[CH:10][N+:11]([O-:13])=[O:12].C1(C=CC(O)=CC=1)O. Product: [F:5][C:6]1[CH:7]=[C:8]([CH:9]2[CH:10]([N+:11]([O-:13])=[O:12])[CH2:4][CH:3]=[CH:2][CH2:1]2)[CH:14]=[C:15]([F:18])[C:16]=1[F:17]. The catalyst class is: 11. (3) Reactant: [CH3:13][C:12]([O:11][C:9](O[C:9]([O:11][C:12]([CH3:15])([CH3:14])[CH3:13])=[O:10])=[O:10])([CH3:15])[CH3:14].[NH2:16][CH2:17][CH2:18][Br:19].Br.CCN(CC)CC. Product: [C:9]([NH:16][CH2:17][CH2:18][Br:19])([O:11][C:12]([CH3:13])([CH3:14])[CH3:15])=[O:10]. The catalyst class is: 1. (4) Reactant: [C:1]([N:8]1[CH2:11][CH:10]([C:12](O)=[O:13])[CH2:9]1)([O:3][C:4]([CH3:7])([CH3:6])[CH3:5])=[O:2].C1N=CN(C(N2C=NC=C2)=O)C=1.[BH4-].[Na+].CC(C)=O. Product: [C:4]([O:3][C:1]([N:8]1[CH2:11][CH:10]([CH2:12][OH:13])[CH2:9]1)=[O:2])([CH3:7])([CH3:6])[CH3:5]. The catalyst class is: 30. (5) Reactant: [OH-].[Na+].[Cl:3][C:4]1[CH:5]=[CH:6][C:7]2[N:13]([CH2:14][C:15]([CH3:19])([CH3:18])[CH2:16][OH:17])[C:12](=[O:20])[C@@H:11]([CH2:21][C:22]([C:24]3[CH:29]=[CH:28][C:27]([CH2:30][CH2:31][C:32]([O:34]CC)=[O:33])=[CH:26][CH:25]=3)=[O:23])[O:10][C@H:9]([C:37]3[CH:42]=[CH:41][CH:40]=[C:39]([O:43][CH3:44])[C:38]=3[O:45][CH3:46])[C:8]=2[CH:47]=1. Product: [Cl:3][C:4]1[CH:5]=[CH:6][C:7]2[N:13]([CH2:14][C:15]([CH3:18])([CH3:19])[CH2:16][OH:17])[C:12](=[O:20])[C@@H:11]([CH2:21][C:22]([C:24]3[CH:29]=[CH:28][C:27]([CH2:30][CH2:31][C:32]([OH:34])=[O:33])=[CH:26][CH:25]=3)=[O:23])[O:10][C@H:9]([C:37]3[CH:42]=[CH:41][CH:40]=[C:39]([O:43][CH3:44])[C:38]=3[O:45][CH3:46])[C:8]=2[CH:47]=1. The catalyst class is: 219. (6) Reactant: [Cl:1][C:2]1[CH:3]=[C:4]([CH:9]2[CH:15]([CH2:16][NH:17][CH3:18])[O:14][CH2:13][CH2:12][N:11]([C:19]([O:21][C:22]([CH3:25])([CH3:24])[CH3:23])=[O:20])[CH2:10]2)[CH:5]=[CH:6][C:7]=1[Cl:8].C(N(CC)CC)C.[CH3:33][S:34](Cl)(=[O:36])=[O:35].O. Product: [Cl:1][C:2]1[CH:3]=[C:4]([CH:9]2[CH:15]([CH2:16][N:17]([CH3:18])[S:34]([CH3:33])(=[O:36])=[O:35])[O:14][CH2:13][CH2:12][N:11]([C:19]([O:21][C:22]([CH3:25])([CH3:24])[CH3:23])=[O:20])[CH2:10]2)[CH:5]=[CH:6][C:7]=1[Cl:8]. The catalyst class is: 1. (7) Reactant: [Cl:1][C:2]1[CH:7]=[CH:6][C:5]([C:8]2[N:12]([CH2:13][C@H:14]([OH:19])[C:15]([F:18])([F:17])[F:16])[C:11](=[O:20])[N:10]([CH2:21][C:22]([NH:24][C@@H:25]([C:36]#[N:37])[C:26]3[CH:31]=[CH:30][CH:29]=[C:28]([C:32]([F:35])([F:34])[F:33])[CH:27]=3)=[O:23])[N:9]=2)=[CH:4][CH:3]=1.C([Sn](=O)CCCC)CCC.C[Si]([N:52]=[N+:53]=[N-:54])(C)C.CO. Product: [Cl:1][C:2]1[CH:7]=[CH:6][C:5]([C:8]2[N:12]([CH2:13][C@H:14]([OH:19])[C:15]([F:16])([F:17])[F:18])[C:11](=[O:20])[N:10]([CH2:21][C:22]([NH:24][CH:25]([C:36]3[NH:54][N:53]=[N:52][N:37]=3)[C:26]3[CH:31]=[CH:30][CH:29]=[C:28]([C:32]([F:33])([F:34])[F:35])[CH:27]=3)=[O:23])[N:9]=2)=[CH:4][CH:3]=1. The catalyst class is: 11. (8) Reactant: [C:1]1([CH2:7][CH2:8][CH2:9][CH2:10][OH:11])[CH:6]=[CH:5][CH:4]=[CH:3][CH:2]=1.[C:12](Cl)(=[O:17])[C:13]([CH3:16])([CH3:15])[CH3:14].C(N(C(C)C)CC)(C)C.O. Product: [C:12]([O:11][CH2:10][CH2:9][CH2:8][CH2:7][C:1]1[CH:6]=[CH:5][CH:4]=[CH:3][CH:2]=1)(=[O:17])[C:13]([CH3:16])([CH3:15])[CH3:14]. The catalyst class is: 2.